Dataset: hERG Central: cardiac toxicity at 1µM, 10µM, and general inhibition. Task: Predict hERG channel inhibition at various concentrations. (1) The compound is CNC(=O)c1cc2c(=O)n3cc(C)ccc3nc2n(C(C)C)c1=N. Results: hERG_inhib (hERG inhibition (general)): blocker. (2) The compound is c1csc(Cn2c(-c3cccs3)nc3ccccc32)c1. Results: hERG_inhib (hERG inhibition (general)): blocker. (3) The drug is Cc1oc(-c2ccc(Cl)cc2)nc1CN1CCCC(C(=O)NCc2ccccn2)C1. Results: hERG_inhib (hERG inhibition (general)): blocker. (4) The molecule is N#Cc1ccc(OCC(O)CN2CCN(c3ncc(C(F)(F)F)cc3Cl)CC2)cc1. Results: hERG_inhib (hERG inhibition (general)): blocker. (5) The compound is Cc1ccc(CN2CCN(CC(=O)N/N=C/c3ccc(C)o3)CC2)cc1. Results: hERG_inhib (hERG inhibition (general)): blocker. (6) The compound is CC1Cc2ccccc2N1C(=O)COC(=O)CNC(=O)c1ccc(Br)o1. Results: hERG_inhib (hERG inhibition (general)): blocker.